Task: Predict which catalyst facilitates the given reaction.. Dataset: Catalyst prediction with 721,799 reactions and 888 catalyst types from USPTO (1) Reactant: [F:1][C:2]1[CH:3]=[N:4][C:5]2[C:10]([C:11]=1O)=[N:9][C:8]([CH3:13])=[CH:7][CH:6]=2.P(Br)(Br)[Br:15].C(=O)(O)[O-].[Na+]. Product: [Br:15][C:11]1[C:2]([F:1])=[CH:3][N:4]=[C:5]2[C:10]=1[N:9]=[C:8]([CH3:13])[CH:7]=[CH:6]2. The catalyst class is: 9. (2) Reactant: Cl[C:2]1[N:7]=[C:6]([C:8]2[N:12]3[CH:13]=[CH:14][CH:15]=[CH:16][C:11]3=[N:10][C:9]=2[C:17]2[CH:18]=[C:19]([CH:24]=[CH:25][CH:26]=2)[C:20]([O:22][CH3:23])=[O:21])[CH:5]=[CH:4][N:3]=1.[F:27][C:28]1[C:29]([CH2:37][CH2:38][N:39]2[CH2:44][CH2:43][CH2:42][CH2:41][CH2:40]2)=[CH:30][C:31]([O:35][CH3:36])=[C:32]([CH:34]=1)[NH2:33].C1(C)C=CC(S(O)(=O)=O)=CC=1.CC(O)C. Product: [F:27][C:28]1[C:29]([CH2:37][CH2:38][N:39]2[CH2:44][CH2:43][CH2:42][CH2:41][CH2:40]2)=[CH:30][C:31]([O:35][CH3:36])=[C:32]([NH:33][C:2]2[N:7]=[C:6]([C:8]3[N:12]4[CH:13]=[CH:14][CH:15]=[CH:16][C:11]4=[N:10][C:9]=3[C:17]3[CH:18]=[C:19]([CH:24]=[CH:25][CH:26]=3)[C:20]([O:22][CH3:23])=[O:21])[CH:5]=[CH:4][N:3]=2)[CH:34]=1. The catalyst class is: 2.